This data is from Forward reaction prediction with 1.9M reactions from USPTO patents (1976-2016). The task is: Predict the product of the given reaction. (1) Given the reactants [CH3:1][O:2][C:3]1[C:4](=[O:24])[C:5](C(O)=O)=[N:6][N:7]([C:9]2[C:19]([F:20])=[CH:18][C:12]3[O:13][C:14]([F:17])([F:16])[O:15][C:11]=3[CH:10]=2)[CH:8]=1.C1C=CC(P([N:39]=[N+]=[N-])(C2C=CC=CC=2)=O)=CC=1.CCN(CC)CC.[OH-].[Na+], predict the reaction product. The product is: [NH2:39][C:5]1[C:4](=[O:24])[C:3]([O:2][CH3:1])=[CH:8][N:7]([C:9]2[C:19]([F:20])=[CH:18][C:12]3[O:13][C:14]([F:17])([F:16])[O:15][C:11]=3[CH:10]=2)[N:6]=1. (2) Given the reactants N1(CC2C=C3C(=CC=2)CC(N)CC3)CCCCC1.C(O)(C(F)(F)F)=O.[C:26]([NH:30][CH2:31][C:32]1[CH:37]=[CH:36][C:35]([C@H:38]([NH:40]C(=O)OC(C)(C)C)[CH3:39])=[CH:34][CH:33]=1)([CH3:29])([CH3:28])[CH3:27], predict the reaction product. The product is: [NH2:40][C@@H:38]([C:35]1[CH:36]=[CH:37][C:32]([CH2:31][NH:30][C:26]([CH3:28])([CH3:27])[CH3:29])=[CH:33][CH:34]=1)[CH3:39]. (3) Given the reactants [N:1]1[N:5]2[C:9](=[O:10])[C:4]3[N:5]([N:1]=[CH:2][CH:3]=3)[C:9](=[O:10])[C:4]2=[CH:3][CH:2]=1.[CH3:15][C:16]1[CH:20]=[C:19]([NH2:21])[O:18][N:17]=1, predict the reaction product. The product is: [CH3:15][C:16]1[CH:20]=[C:19]([NH:21][C:9]([C:4]2[CH:3]=[CH:2][NH:1][N:5]=2)=[O:10])[O:18][N:17]=1. (4) Given the reactants [C:1]([O:5][C:6]([N:8]1[CH2:17][CH2:16][C:15]2[C:10](=[CH:11][C:12]([C:18]([OH:20])=O)=[CH:13][CH:14]=2)[CH2:9]1)=[O:7])([CH3:4])([CH3:3])[CH3:2].[Cl:21][C:22]1[CH:28]=[CH:27][C:25]([NH2:26])=[C:24]([N:29]2[CH2:34][CH2:33][N:32]([CH2:35][CH2:36][C:37]([F:40])([F:39])[F:38])[CH2:31][CH2:30]2)[CH:23]=1.CCN(C(C)C)C(C)C.CN(C(ON1N=NC2C=CC=NC1=2)=[N+](C)C)C.F[P-](F)(F)(F)(F)F, predict the reaction product. The product is: [Cl:21][C:22]1[CH:28]=[CH:27][C:25]([NH:26][C:18]([C:12]2[CH:11]=[C:10]3[C:15]([CH2:16][CH2:17][N:8]([C:6]([O:5][C:1]([CH3:4])([CH3:3])[CH3:2])=[O:7])[CH2:9]3)=[CH:14][CH:13]=2)=[O:20])=[C:24]([N:29]2[CH2:34][CH2:33][N:32]([CH2:35][CH2:36][C:37]([F:38])([F:40])[F:39])[CH2:31][CH2:30]2)[CH:23]=1.